From a dataset of Catalyst prediction with 721,799 reactions and 888 catalyst types from USPTO. Predict which catalyst facilitates the given reaction. (1) Reactant: Cl[C:2]([SiH3:5])(Cl)Cl.[Si:6]([O:13][C:14]1[CH:21]=[CH:20][CH:19]=[CH:18][C:15]=1[CH2:16]Br)([C:9]([CH3:12])([CH3:11])[CH3:10])([CH3:8])[CH3:7].[Mg]. Product: [Si:6]([O:13][C:14]1[CH:21]=[CH:20][CH:19]=[CH:18][C:15]=1[CH2:16][C:2]([SiH3:5])([CH2:16][C:15]1[CH:18]=[CH:19][CH:20]=[CH:21][C:14]=1[O:13][Si:6]([C:9]([CH3:12])([CH3:11])[CH3:10])([CH3:8])[CH3:7])[CH2:16][C:15]1[CH:18]=[CH:19][CH:20]=[CH:21][C:14]=1[O:13][Si:6]([C:9]([CH3:12])([CH3:10])[CH3:11])([CH3:8])[CH3:7])([C:9]([CH3:12])([CH3:11])[CH3:10])([CH3:8])[CH3:7]. The catalyst class is: 7. (2) Reactant: [F:1][C:2]1[CH:7]=[C:6]([F:8])[CH:5]=[CH:4][C:3]=1[C@H:9]([F:23])[CH:10]1[CH2:15][CH2:14][N:13]([C:16]([O:18][C:19]([CH3:22])([CH3:21])[CH3:20])=[O:17])[CH2:12][CH2:11]1.[ClH:24]. Product: [F:1][C:2]1[CH:7]=[C:6]([F:8])[CH:5]=[CH:4][C:3]=1[CH:9]([F:23])[CH:10]1[CH2:15][CH2:14][N:13]([C:16]([O:18][C:19]([CH3:21])([CH3:20])[CH3:22])=[O:17])[CH2:12][CH2:11]1.[ClH:24]. The catalyst class is: 25. (3) Reactant: [N+:1]([C:4]1[C:9]2[B:10]([OH:13])[O:11][CH2:12][C:8]=2[CH:7]=[CH:6][CH:5]=1)([O-])=O. Product: [NH2:1][C:4]1[C:9]2[B:10]([OH:13])[O:11][CH2:12][C:8]=2[CH:7]=[CH:6][CH:5]=1. The catalyst class is: 19. (4) Reactant: [O:1]=[C:2]1[CH2:7][CH2:6][CH:5]([NH:8][C:9]([C@@H:11]2[CH2:15][CH2:14][CH2:13][N:12]2[C:16]([O:18][C:19]([CH3:22])([CH3:21])[CH3:20])=[O:17])=[O:10])[CH2:4][CH2:3]1.[Li+].C[Si]([N-][Si](C)(C)C)(C)C.[F:33][C:34]([F:53])([F:52])[S:35](N(C1C=CC=CC=1)[S:35]([C:34]([F:53])([F:52])[F:33])(=[O:37])=[O:36])(=[O:37])=[O:36]. Product: [F:33][C:34]([F:53])([F:52])[S:35]([O:1][C:2]1[CH2:7][CH2:6][CH:5]([NH:8][C:9]([C@@H:11]2[CH2:15][CH2:14][CH2:13][N:12]2[C:16]([O:18][C:19]([CH3:22])([CH3:21])[CH3:20])=[O:17])=[O:10])[CH2:4][CH:3]=1)(=[O:37])=[O:36]. The catalyst class is: 4. (5) Reactant: COS([O-])(=O)=O.N1(C=[N+]2CCCC2)CCCC1.CC(C)([O-])C.[Na+].[C:24]([O:28][C:29]([N:31]1[C:35](=[O:36])[CH2:34][CH2:33][C@H:32]1CC1C=CC(C2C=CC=CC=2)=CC=1)=[O:30])([CH3:27])([CH3:26])[CH3:25]. Product: [C:24]([O:28][C:29]([N:31]1[CH2:32][CH2:33][CH2:34][C:35]1=[O:36])=[O:30])([CH3:27])([CH3:25])[CH3:26]. The catalyst class is: 11.